Regression. Given a peptide amino acid sequence and an MHC pseudo amino acid sequence, predict their binding affinity value. This is MHC class II binding data. From a dataset of Peptide-MHC class II binding affinity with 134,281 pairs from IEDB. (1) The peptide sequence is PSPSMGRDIKVQFQS. The MHC is HLA-DQA10102-DQB10602 with pseudo-sequence HLA-DQA10102-DQB10602. The binding affinity (normalized) is 0.548. (2) The peptide sequence is LVVRMYLSSQAIRLV. The MHC is DRB3_0101 with pseudo-sequence DRB3_0101. The binding affinity (normalized) is 0.843.